Dataset: Full USPTO retrosynthesis dataset with 1.9M reactions from patents (1976-2016). Task: Predict the reactants needed to synthesize the given product. (1) Given the product [F:18][C:2]([F:17])([F:1])[C:3]1[CH:4]=[C:5]2[C:9](=[CH:10][CH:11]=1)[N:8]([CH2:19][C:20]1[CH:25]=[CH:24][CH:23]=[C:22]([CH3:26])[CH:21]=1)[C:7]([C:12]([O:14][CH2:15][CH3:16])=[O:13])=[CH:6]2, predict the reactants needed to synthesize it. The reactants are: [F:1][C:2]([F:18])([F:17])[C:3]1[CH:4]=[C:5]2[C:9](=[CH:10][CH:11]=1)[NH:8][C:7]([C:12]([O:14][CH2:15][CH3:16])=[O:13])=[CH:6]2.[CH3:19][C:20]1[CH:21]=[C:22]([CH2:26]O)[CH:23]=[CH:24][CH:25]=1.C(C=P(CCCC)(CCCC)CCCC)#N. (2) Given the product [CH2:18]([N:14]([CH2:15][CH2:16][CH3:17])[CH2:13][CH2:12][CH2:11][CH2:10][NH:9][C:7](=[O:8])[C:6]1[CH:21]=[CH:22][C:3]([CH2:2][NH:1][CH2:36][C:32]2[N:31]([CH3:30])[CH:35]=[CH:34][N:33]=2)=[CH:4][CH:5]=1)[CH2:19][CH3:20], predict the reactants needed to synthesize it. The reactants are: [NH2:1][CH2:2][C:3]1[CH:22]=[CH:21][C:6]([C:7]([NH:9][CH2:10][CH2:11][CH2:12][CH2:13][N:14]([CH2:18][CH2:19][CH3:20])[CH2:15][CH2:16][CH3:17])=[O:8])=[CH:5][CH:4]=1.C(OC)(OC)OC.[CH3:30][N:31]1[CH:35]=[CH:34][N:33]=[C:32]1[CH:36]=O.[BH4-].[Na+].